The task is: Predict the reactants needed to synthesize the given product.. This data is from Full USPTO retrosynthesis dataset with 1.9M reactions from patents (1976-2016). (1) Given the product [Cl:1][C:2]1[C:7]([Cl:8])=[CH:6][CH:5]=[CH:4][C:3]=1[C:9]1[N:13]([CH2:16][C:17]2[C:18]([CH3:23])=[N:19][CH:20]=[CH:21][CH:22]=2)[N:12]=[N:11][N:10]=1, predict the reactants needed to synthesize it. The reactants are: [Cl:1][C:2]1[C:7]([Cl:8])=[CH:6][CH:5]=[CH:4][C:3]=1[C:9]1[NH:13][N:12]=[N:11][N:10]=1.Cl.Cl[CH2:16][C:17]1[C:18]([CH3:23])=[N:19][CH:20]=[CH:21][CH:22]=1.C(N(CC)CC)C. (2) Given the product [N:1]1[CH:6]=[CH:5][CH:4]=[CH:3][C:2]=1[C:7]1[CH:12]=[CH:11][CH:10]=[CH:9][C:8]=1[NH2:13], predict the reactants needed to synthesize it. The reactants are: [N:1]1[CH:6]=[CH:5][CH:4]=[CH:3][C:2]=1[C:7]1[CH:12]=[CH:11][CH:10]=[CH:9][C:8]=1[N+:13]([O-])=O.[BH4-].[Na+]. (3) Given the product [F:36][CH:19]([F:18])[C:20]([C:22]1[S:26][C:25]([C:27]2[CH:28]=[C:29]([CH:33]=[CH:34][CH:35]=2)[C:30]([NH:15][CH2:14][C:13]([C:11]2[N:12]=[C:8]([C:5]3[CH:4]=[CH:3][C:2]([F:1])=[CH:7][CH:6]=3)[O:9][CH:10]=2)([CH3:17])[CH3:16])=[O:31])=[CH:24][CH:23]=1)=[O:21], predict the reactants needed to synthesize it. The reactants are: [F:1][C:2]1[CH:7]=[CH:6][C:5]([C:8]2[O:9][CH:10]=[C:11]([C:13]([CH3:17])([CH3:16])[CH2:14][NH2:15])[N:12]=2)=[CH:4][CH:3]=1.[F:18][CH:19]([F:36])[C:20]([C:22]1[S:26][C:25]([C:27]2[CH:28]=[C:29]([CH:33]=[CH:34][CH:35]=2)[C:30](O)=[O:31])=[CH:24][CH:23]=1)=[O:21]. (4) Given the product [S:1]1[C:5]2[CH:6]=[CH:7][CH:8]=[CH:9][C:4]=2[N:3]=[C:2]1[N:10]1[C:15](=[O:14])[CH:16]=[C:17]([C:19]2[CH:24]=[CH:23][CH:22]=[C:21]([CH3:25])[CH:20]=2)[NH:11]1, predict the reactants needed to synthesize it. The reactants are: [S:1]1[C:5]2[CH:6]=[CH:7][CH:8]=[CH:9][C:4]=2[N:3]=[C:2]1[NH:10][NH2:11].C([O:14][C:15](=O)[CH2:16][C:17]([C:19]1[CH:24]=[CH:23][CH:22]=[C:21]([CH3:25])[CH:20]=1)=O)C. (5) Given the product [CH3:2][O:3][C:4]1[C:5]([O:34][CH3:35])=[CH:6][CH:7]=[C:8]2[C:13]=1[CH2:12][CH2:11][CH:10]([C:14]1[CH:19]=[CH:18][CH:17]=[CH:16][CH:15]=1)[CH:9]2[C:20]1[CH:25]=[CH:24][C:23]([O:26][CH2:27][CH2:28][N:29]2[CH2:33][CH2:32][CH2:31][CH2:30]2)=[CH:22][CH:21]=1, predict the reactants needed to synthesize it. The reactants are: Br.[CH3:2][O:3][C:4]1[C:13]2[CH2:12][CH2:11][CH:10]([C:14]3[CH:19]=[CH:18][CH:17]=[CH:16][CH:15]=3)[CH:9]([C:20]3[CH:25]=[CH:24][C:23]([O:26][CH2:27][CH2:28][N:29]4[CH2:33][CH2:32][CH2:31][CH2:30]4)=[CH:22][CH:21]=3)[C:8]=2[CH:7]=[CH:6][C:5]=1[OH:34].[CH3:35]C(O)=O.